From a dataset of Forward reaction prediction with 1.9M reactions from USPTO patents (1976-2016). Predict the product of the given reaction. (1) Given the reactants [C:1]([C:3]1[CH:11]=[CH:10][C:6]([C:7]([OH:9])=[O:8])=[CH:5][N:4]=1)#[N:2].[NH:12]1[CH2:16][CH2:15][CH2:14][CH2:13]1.[ClH:17].O1CCOCC1, predict the reaction product. The product is: [ClH:17].[ClH:17].[NH:2]=[C:1]([N:12]1[CH2:16][CH2:15][CH2:14][CH2:13]1)[C:3]1[CH:11]=[CH:10][C:6]([C:7]([OH:9])=[O:8])=[CH:5][N:4]=1. (2) Given the reactants [O:1]1[C:6]2[CH:7]=[CH:8][CH:9]=[CH:10][C:5]=2[O:4][CH2:3][CH:2]1[CH2:11][N:12]1[CH2:17][CH2:16][CH2:15][C:14]([CH2:20][OH:21])([CH2:18][CH3:19])[CH2:13]1.[OH-].[Na+].Br[CH2:25][C:26]([O:28][C:29]([CH3:32])([CH3:31])[CH3:30])=O.O, predict the reaction product. The product is: [C:29]([O:28][CH2:26][CH2:25][O:21][CH2:20][C:14]1([CH2:18][CH3:19])[CH2:15][CH2:16][CH2:17][N:12]([CH2:11][CH:2]2[O:1][C:6]3[CH:7]=[CH:8][CH:9]=[CH:10][C:5]=3[O:4][CH2:3]2)[CH2:13]1)([CH3:32])([CH3:31])[CH3:30]. (3) The product is: [ClH:32].[O:23]1[C:17]2[CH:16]=[CH:15][C:14]([C:10]3[CH:11]=[C:12]4[N:13]=[C:5]([NH:4][C:1](=[O:3])[CH3:2])[S:6][C:7]4=[N:8][CH:9]=3)=[CH:31][C:18]=2[CH2:19][NH:20][CH2:21][CH2:22]1. Given the reactants [C:1]([NH:4][C:5]1[S:6][C:7]2[C:12]([N:13]=1)=[CH:11][C:10]([C:14]1[CH:15]=[CH:16][C:17]3[O:23][CH2:22][CH2:21][N:20](C(OC(C)(C)C)=O)[CH2:19][C:18]=3[CH:31]=1)=[CH:9][N:8]=2)(=[O:3])[CH3:2].[ClH:32], predict the reaction product. (4) Given the reactants N#N.[F:3][C:4]1[CH:5]=[C:6]([C:10]2[O:14][C:13]([CH3:15])=[N:12][C:11]=2[C:16]([OH:18])=O)[CH:7]=[CH:8][CH:9]=1.C1C=CC2N(O)N=NC=2C=1.C(Cl)CCl.[C:33]([Si:37]([CH3:54])([CH3:53])[O:38][CH:39]([C:41]1[O:42][C:43]([CH2:46][N:47]2[N:51]=[C:50]([NH2:52])[CH:49]=[N:48]2)=[CH:44][N:45]=1)[CH3:40])([CH3:36])([CH3:35])[CH3:34], predict the reaction product. The product is: [C:33]([Si:37]([CH3:54])([CH3:53])[O:38][CH:39]([C:41]1[O:42][C:43]([CH2:46][N:47]2[N:51]=[C:50]([NH:52][C:16]([C:11]3[N:12]=[C:13]([CH3:15])[O:14][C:10]=3[C:6]3[CH:7]=[CH:8][CH:9]=[C:4]([F:3])[CH:5]=3)=[O:18])[CH:49]=[N:48]2)=[CH:44][N:45]=1)[CH3:40])([CH3:36])([CH3:35])[CH3:34]. (5) Given the reactants [OH-].[K+].[C:3]1([CH2:9][C:10](=[O:14])[C:11]([OH:13])=[O:12])[CH:8]=[CH:7][CH:6]=[CH:5][CH:4]=1.C(O)(=O)[CH2:16][C:17]([C:19]([OH:21])=[O:20])=[O:18].Cl, predict the reaction product. The product is: [CH2:9]([C:10]([OH:14])([C:11]([OH:13])=[O:12])[CH2:16][C:17](=[O:18])[C:19]([OH:21])=[O:20])[C:3]1[CH:8]=[CH:7][CH:6]=[CH:5][CH:4]=1. (6) The product is: [CH3:1][O:2][C:3]1[C:8]([N:9]2[CH:13]=[C:12]([CH3:14])[N:11]=[CH:10]2)=[CH:7][N:6]=[C:5]([C:23]([OH:24])=[O:26])[CH:4]=1. Given the reactants [CH3:1][O:2][C:3]1[C:8]([N:9]2[CH:13]=[C:12]([CH3:14])[N:11]=[CH:10]2)=[CH:7][N:6]=[C:5](C#N)[CH:4]=1.CC1N=CNC=1.[C:23](=[O:26])([O-])[O-:24].[K+].[K+].C1OCCOCCOCCOCCOCCOC1.BrC1C(OC)=CC(C#N)=NC=1, predict the reaction product. (7) Given the reactants C[O:2][C:3](=O)[C:4]1[CH:9]=[C:8]([F:10])[CH:7]=[N:6][C:5]=1[O:11][CH3:12].[H-].[Al+3].[Li+].[H-].[H-].[H-], predict the reaction product. The product is: [F:10][C:8]1[CH:9]=[C:4]([CH2:3][OH:2])[C:5]([O:11][CH3:12])=[N:6][CH:7]=1. (8) The product is: [CH3:1][Si:2]([CH3:4])([CH3:3])[C:5]1[C:23]([C:24]2[CH:25]=[CH:26][C:27]3[S:32][C:31]4[N:33]=[CH:34][CH:35]=[N:36][C:30]=4[N:29]([CH2:37][O:38][CH3:39])[C:28]=3[CH:40]=2)=[CH:22][NH:7][N:6]=1. Given the reactants [CH3:1][Si:2]([CH:5]=[N+:6]=[N-:7])([CH3:4])[CH3:3].C([Li])CCC.C1(S([CH:22]=[CH:23][C:24]2[CH:25]=[CH:26][C:27]3[S:32][C:31]4[N:33]=[CH:34][CH:35]=[N:36][C:30]=4[N:29]([CH2:37][O:38][CH3:39])[C:28]=3[CH:40]=2)(=O)=O)C=CC=CC=1.[Cl-].[NH4+], predict the reaction product.